This data is from CYP2D6 inhibition data for predicting drug metabolism from PubChem BioAssay. The task is: Regression/Classification. Given a drug SMILES string, predict its absorption, distribution, metabolism, or excretion properties. Task type varies by dataset: regression for continuous measurements (e.g., permeability, clearance, half-life) or binary classification for categorical outcomes (e.g., BBB penetration, CYP inhibition). Dataset: cyp2d6_veith. (1) The drug is COCCCNC(=O)/C=C/c1ccc(Cl)cc1. The result is 0 (non-inhibitor). (2) The molecule is COc1ccc(O)c(/C=N/NC(=O)c2ccc(OCc3cccc(Br)c3)cc2)c1. The result is 0 (non-inhibitor). (3) The result is 1 (inhibitor). The molecule is Cn1c(N/N=C/c2c[nH]c3ccccc23)nc2ccccc21. (4) The molecule is O=C(NN=C1C2CC3CC(C2)CC1C3)c1ccncc1. The result is 0 (non-inhibitor). (5) The compound is COC(=O)CC[C@@H](C)[C@@H]1CC[C@@H]2[C@@H]3CC[C@H]4C[C@@H](O)CC[C@@]4(C)[C@@H]3CC[C@@]12C. The result is 0 (non-inhibitor).